From a dataset of Catalyst prediction with 721,799 reactions and 888 catalyst types from USPTO. Predict which catalyst facilitates the given reaction. (1) Reactant: [CH3:1][O:2][C:3]1[CH:4]=[C:5]2[C:9](=[CH:10][CH:11]=1)[NH:8][C:7]([CH3:12])=[CH:6]2.[Cl:13][C:14]1[N:15]=[N:16][C:17]([CH2:20]Cl)=[CH:18][CH:19]=1. Product: [Cl:13][C:14]1[N:15]=[N:16][C:17]([CH2:20][N:8]2[C:9]3[C:5](=[CH:4][C:3]([O:2][CH3:1])=[CH:11][CH:10]=3)[CH:6]=[C:7]2[CH3:12])=[CH:18][CH:19]=1. The catalyst class is: 16. (2) The catalyst class is: 7. Product: [Cl:43][C:42]1[C:37]([C:35]([NH:34][CH:33]([C:48]2[CH:53]=[CH:52][CH:51]=[C:50]([Cl:54])[CH:49]=2)[C:29]2([OH:32])[CH2:30][CH2:31][CH:27]([OH:26])[CH2:28]2)=[O:36])=[N:38][CH:39]=[CH:40][C:41]=1[C:44]([F:45])([F:46])[F:47]. Reactant: [F-].C([N+](CCCC)(CCCC)CCCC)CCC.[Si]([O:26][CH:27]1[CH2:31][CH2:30][C:29]([CH:33]([C:48]2[CH:53]=[CH:52][CH:51]=[C:50]([Cl:54])[CH:49]=2)[NH:34][C:35]([C:37]2[C:42]([Cl:43])=[C:41]([C:44]([F:47])([F:46])[F:45])[CH:40]=[CH:39][N:38]=2)=[O:36])([OH:32])[CH2:28]1)(C(C)(C)C)(C)C.O. (3) Reactant: Cl.N[C@H]1C[CH2:7][C@H:6]([CH2:9][C:10]([O:12][CH3:13])=[O:11])[CH2:5][CH2:4]1.C=O.C(O[BH-](OC(=O)C)OC(=O)C)(=O)C.[Na+].C(=O)([O-])O.[Na+].[CH2:35]([N:37]([CH2:40]C)[CH2:38][CH3:39])C. The catalyst class is: 4. Product: [CH3:40][N:37]([CH3:35])[C@H:38]1[CH2:39][CH2:7][C@H:6]([CH2:9][C:10]([O:12][CH3:13])=[O:11])[CH2:5][CH2:4]1. (4) Reactant: [C:1]([O:4][C@@H:5]1[C@H:9]([O:10][C:11](=[O:13])[CH3:12])[C@@H:8]([CH2:14][O:15][C:16](=[O:18])[CH3:17])[O:7][C@H:6]1[N:19]1[CH:27]=[N:26][C:25]2[C:20]1=[N:21][C:22]([Cl:29])=[N:23][C:24]=2Cl)(=[O:3])[CH3:2].[CH2:30]([C:34]1[NH:35][CH:36]=[CH:37][N:38]=1)[CH2:31][CH2:32][CH3:33]. Product: [C:1]([O:4][C@@H:5]1[C@H:9]([O:10][C:11](=[O:13])[CH3:12])[C@@H:8]([CH2:14][O:15][C:16](=[O:18])[CH3:17])[O:7][C@H:6]1[N:19]1[CH:27]=[N:26][C:25]2[C:20]1=[N:21][C:22]([Cl:29])=[N:23][C:24]=2[N:35]1[CH:36]=[CH:37][N:38]=[C:34]1[CH2:30][CH2:31][CH2:32][CH3:33])(=[O:3])[CH3:2]. The catalyst class is: 23. (5) Reactant: [C:1]([C:5]1[CH:10]=[CH:9][C:8]([OH:11])=[C:7]([N+:12]([O-:14])=[O:13])[CH:6]=1)([CH3:4])([CH3:3])[CH3:2].N1C=CC=CC=1.[F:21][C:22]([F:35])([F:34])[S:23](O[S:23]([C:22]([F:35])([F:34])[F:21])(=[O:25])=[O:24])(=[O:25])=[O:24]. Product: [C:1]([C:5]1[CH:10]=[CH:9][C:8]([O:11][S:23]([C:22]([F:35])([F:34])[F:21])(=[O:25])=[O:24])=[C:7]([N+:12]([O-:14])=[O:13])[CH:6]=1)([CH3:4])([CH3:2])[CH3:3]. The catalyst class is: 2. (6) Reactant: [C:1]([O:9][CH2:10][CH3:11])(=[O:8])[CH2:2][C:3]([O:5][CH2:6][CH3:7])=[O:4].[Mg+2].[Cl-].[Cl-].[Cl:15][C:16]1[CH:17]=[C:18]([C:22]([CH3:27])([CH3:26])[C:23](Cl)=[O:24])[CH:19]=[CH:20][CH:21]=1.C([O-])(=O)CC([O-])=O. Product: [Cl:15][C:16]1[CH:17]=[C:18]([C:22]([CH3:27])([CH3:26])[C:23]([CH:2]([C:3]([O:5][CH2:6][CH3:7])=[O:4])[C:1]([O:9][CH2:10][CH3:11])=[O:8])=[O:24])[CH:19]=[CH:20][CH:21]=1. The catalyst class is: 10. (7) Reactant: Cl[B:2]([CH:14]1[CH2:18][CH2:17][CH2:16][CH:15]1[C:19]1[CH:24]=[CH:23][CH:22]=[CH:21][CH:20]=1)[CH:3]1[CH2:7][CH2:6][CH2:5][CH:4]1[C:8]1[CH:13]=[CH:12][CH:11]=[CH:10][CH:9]=1.[CH3:25][Al](C)C.[Cl-].[NH4+].S([O-])([O-])(=O)=O.[Na+].[Na+]. Product: [CH3:25][B:2]([CH:14]1[CH2:18][CH2:17][CH2:16][CH:15]1[C:19]1[CH:24]=[CH:23][CH:22]=[CH:21][CH:20]=1)[CH:3]1[CH2:7][CH2:6][CH2:5][CH:4]1[C:8]1[CH:13]=[CH:12][CH:11]=[CH:10][CH:9]=1. The catalyst class is: 81.